This data is from Forward reaction prediction with 1.9M reactions from USPTO patents (1976-2016). The task is: Predict the product of the given reaction. Given the reactants C(OC([N+](C(OC(C)C)=O)=[N-])=O)(C)C.[CH2:15]([C:18]1[S:19][C:20]2[C:29]3[CH:28]=[CH:27][C:26]([OH:30])=[CH:25][C:24]=3[N:23]=[CH:22][C:21]=2[N:31]=1)[CH2:16][CH3:17].O[CH:33]1[CH2:38][CH2:37][N:36]([C:39]([O:41][C:42]([CH3:45])([CH3:44])[CH3:43])=[O:40])[CH2:35][CH2:34]1.C1(P(C2C=CC=CC=2)C2C=CC=CC=2)C=CC=CC=1, predict the reaction product. The product is: [CH2:15]([C:18]1[S:19][C:20]2[C:29]3[CH:28]=[CH:27][C:26]([O:30][CH:33]4[CH2:38][CH2:37][N:36]([C:39]([O:41][C:42]([CH3:45])([CH3:44])[CH3:43])=[O:40])[CH2:35][CH2:34]4)=[CH:25][C:24]=3[N:23]=[CH:22][C:21]=2[N:31]=1)[CH2:16][CH3:17].